From a dataset of Full USPTO retrosynthesis dataset with 1.9M reactions from patents (1976-2016). Predict the reactants needed to synthesize the given product. (1) Given the product [CH:16]([O:19][C:20]1[CH:25]=[CH:24][C:23]([N:7]2[C:8]3[C:13](=[CH:12][C:11]([C:30]4[CH:35]=[CH:34][C:33]([O:36][CH:37]([CH3:39])[CH3:38])=[CH:32][CH:31]=4)=[CH:10][CH:9]=3)[CH:14]=[C:6]2[C:4]([OH:3])=[O:5])=[CH:22][CH:21]=1)([CH3:18])[CH3:17], predict the reactants needed to synthesize it. The reactants are: C([O:3][C:4]([C:6]1[NH:7][C:8]2[C:13]([CH:14]=1)=[CH:12][C:11](Br)=[CH:10][CH:9]=2)=[O:5])C.[CH:16]([O:19][C:20]1[CH:25]=[CH:24][C:23](B(O)O)=[CH:22][CH:21]=1)([CH3:18])[CH3:17].Br[C:30]1[CH:35]=[CH:34][C:33]([O:36][CH:37]([CH3:39])[CH3:38])=[CH:32][CH:31]=1. (2) Given the product [Cl:1][C:2]1[CH:7]=[C:6]([O:8][C:9]2[C:18]3[C:13](=[CH:14][C:15]([O:21][CH2:37][C:38]4[CH:43]=[CH:42][N:41]=[CH:40][CH:39]=4)=[C:16]([O:19][CH3:20])[CH:17]=3)[N:12]=[CH:11][CH:10]=2)[CH:5]=[CH:4][C:3]=1[NH:22][C:23]([NH:25][CH2:26][CH2:27][CH3:28])=[O:24], predict the reactants needed to synthesize it. The reactants are: [Cl:1][C:2]1[CH:7]=[C:6]([O:8][C:9]2[C:18]3[C:13](=[CH:14][C:15]([OH:21])=[C:16]([O:19][CH3:20])[CH:17]=3)[N:12]=[CH:11][CH:10]=2)[CH:5]=[CH:4][C:3]=1[NH:22][C:23]([NH:25][CH2:26][CH2:27][CH3:28])=[O:24].C(=O)([O-])[O-].[K+].[K+].Cl.Cl[CH2:37][C:38]1[CH:43]=[CH:42][N:41]=[CH:40][CH:39]=1.O. (3) Given the product [CH3:1][O:2][C:3]1[CH:4]=[C:5]([CH:27]=[CH:28][C:29]=1[O:30][CH3:31])[CH2:6][CH:7]1[C:16]2[C:11](=[C:12]([O:19][CH2:20][C:21]3[CH:22]=[CH:23][CH:24]=[CH:25][CH:26]=3)[CH:13]=[CH:14][C:15]=2[O:17][CH3:18])[CH2:10][CH2:9][N:8]1[CH2:33][C:34]([NH:44][CH2:43][C:38]1[CH:39]=[CH:40][CH:41]=[CH:42][N:37]=1)=[O:35], predict the reactants needed to synthesize it. The reactants are: [CH3:1][O:2][C:3]1[CH:4]=[C:5]([CH:27]=[CH:28][C:29]=1[O:30][CH3:31])[CH2:6][CH:7]1[C:16]2[C:11](=[C:12]([O:19][CH2:20][C:21]3[CH:26]=[CH:25][CH:24]=[CH:23][CH:22]=3)[CH:13]=[CH:14][C:15]=2[O:17][CH3:18])[CH2:10][CH2:9][NH:8]1.Br[CH2:33][C:34](Br)=[O:35].[N:37]1[CH:42]=[CH:41][CH:40]=[CH:39][C:38]=1[CH2:43][NH2:44]. (4) Given the product [F:38][C:39]([F:44])([F:43])[C:40]([OH:42])=[O:41].[NH2:16][C:15]1[N:14]2[N:17]=[CH:18][N:19]=[C:13]2[N:12]=[C:11]([CH3:20])[C:10]=1[C:9]#[C:8][C:5]1[CH:6]=[CH:7][C:2]([NH:1][C:29]([NH:28][C:24]2[CH:25]=[CH:26][CH:27]=[C:22]([Cl:21])[CH:23]=2)=[O:30])=[CH:3][CH:4]=1, predict the reactants needed to synthesize it. The reactants are: [NH2:1][C:2]1[CH:7]=[CH:6][C:5]([C:8]#[C:9][C:10]2[C:11]([CH3:20])=[N:12][C:13]3[N:14]([N:17]=[CH:18][N:19]=3)[C:15]=2[NH2:16])=[CH:4][CH:3]=1.[Cl:21][C:22]1[CH:23]=[C:24]([N:28]=[C:29]=[O:30])[CH:25]=[CH:26][CH:27]=1.C(N(CC)CC)C.[F:38][C:39]([F:44])([F:43])[C:40]([OH:42])=[O:41].